From a dataset of Forward reaction prediction with 1.9M reactions from USPTO patents (1976-2016). Predict the product of the given reaction. Given the reactants C1(P(C2C=CC=CC=2)C2C=CC=CC=2)C=CC=CC=1.CC(OC(/N=N/C(OC(C)C)=O)=O)C.[C:34]([O:38][C:39](=[O:61])[N:40]([CH2:44][CH:45]([O:53][Si:54]([C:57]([CH3:60])([CH3:59])[CH3:58])([CH3:56])[CH3:55])[C:46]1[CH:47]=[N:48][C:49]([Cl:52])=[CH:50][CH:51]=1)[CH2:41][CH2:42][OH:43])([CH3:37])([CH3:36])[CH3:35].[N+:62]([C:65]1[CH:70]=[CH:69][C:68](O)=[CH:67][CH:66]=1)([O-:64])=[O:63], predict the reaction product. The product is: [C:34]([O:38][C:39](=[O:61])[N:40]([CH2:44][CH:45]([O:53][Si:54]([C:57]([CH3:60])([CH3:59])[CH3:58])([CH3:55])[CH3:56])[C:46]1[CH:47]=[N:48][C:49]([Cl:52])=[CH:50][CH:51]=1)[CH2:41][CH2:42][O:43][C:68]1[CH:69]=[CH:70][C:65]([N+:62]([O-:64])=[O:63])=[CH:66][CH:67]=1)([CH3:37])([CH3:35])[CH3:36].